This data is from Peptide-MHC class I binding affinity with 185,985 pairs from IEDB/IMGT. The task is: Regression. Given a peptide amino acid sequence and an MHC pseudo amino acid sequence, predict their binding affinity value. This is MHC class I binding data. (1) The peptide sequence is VFAQVKQMY. The MHC is HLA-A30:02 with pseudo-sequence HLA-A30:02. The binding affinity (normalized) is 0.473. (2) The peptide sequence is CAVIPFDDIV. The MHC is HLA-A68:02 with pseudo-sequence HLA-A68:02. The binding affinity (normalized) is 0.545. (3) The peptide sequence is TIKRRIRQL. The MHC is HLA-B08:02 with pseudo-sequence HLA-B08:02. The binding affinity (normalized) is 0.204. (4) The peptide sequence is REIGFIVPG. The MHC is HLA-B45:01 with pseudo-sequence HLA-B45:01. The binding affinity (normalized) is 0.606. (5) The MHC is HLA-A02:01 with pseudo-sequence HLA-A02:01. The binding affinity (normalized) is 0.271. The peptide sequence is VQLVESGGGLV.